Dataset: Catalyst prediction with 721,799 reactions and 888 catalyst types from USPTO. Task: Predict which catalyst facilitates the given reaction. Reactant: [Br:1][C:2]1[CH:3]=[CH:4][C:5]([Cl:12])=[C:6]([CH:11]=1)[C:7](OC)=[O:8].[H-].[Al+3].[Li+].[H-].[H-].[H-].O.[OH-].[Na+]. Product: [Br:1][C:2]1[CH:3]=[CH:4][C:5]([Cl:12])=[C:6]([CH2:7][OH:8])[CH:11]=1. The catalyst class is: 1.